Dataset: TCR-epitope binding with 47,182 pairs between 192 epitopes and 23,139 TCRs. Task: Binary Classification. Given a T-cell receptor sequence (or CDR3 region) and an epitope sequence, predict whether binding occurs between them. (1) Result: 1 (the TCR binds to the epitope). The TCR CDR3 sequence is CASSLEGDMDSEQYF. The epitope is YSEHPTFTSQY. (2) The epitope is FLNGSCGSV. The TCR CDR3 sequence is CASSLGATATNEKLFF. Result: 1 (the TCR binds to the epitope). (3) The epitope is LLWNGPMAV. The TCR CDR3 sequence is CASSTGLAYEQFF. Result: 1 (the TCR binds to the epitope). (4) The epitope is ITEEVGHTDLMAAY. The TCR CDR3 sequence is CASSLVGGGTDTQYF. Result: 0 (the TCR does not bind to the epitope). (5) The epitope is LLWNGPMAV. The TCR CDR3 sequence is CATTGGSGYEQYF. Result: 1 (the TCR binds to the epitope).